Regression. Given two drug SMILES strings and cell line genomic features, predict the synergy score measuring deviation from expected non-interaction effect. From a dataset of NCI-60 drug combinations with 297,098 pairs across 59 cell lines. (1) Drug 1: COC1=C(C=C2C(=C1)N=CN=C2NC3=CC(=C(C=C3)F)Cl)OCCCN4CCOCC4. Drug 2: C1C(C(OC1N2C=NC3=C2NC=NCC3O)CO)O. Cell line: OVCAR-5. Synergy scores: CSS=53.6, Synergy_ZIP=0.0894, Synergy_Bliss=0.967, Synergy_Loewe=-22.8, Synergy_HSA=2.53. (2) Drug 1: CCC1(CC2CC(C3=C(CCN(C2)C1)C4=CC=CC=C4N3)(C5=C(C=C6C(=C5)C78CCN9C7C(C=CC9)(C(C(C8N6C=O)(C(=O)OC)O)OC(=O)C)CC)OC)C(=O)OC)O.OS(=O)(=O)O. Drug 2: CN1C(=O)N2C=NC(=C2N=N1)C(=O)N. Cell line: NCI-H226. Synergy scores: CSS=18.3, Synergy_ZIP=1.32, Synergy_Bliss=0.903, Synergy_Loewe=-68.3, Synergy_HSA=-0.702. (3) Drug 1: CN1C(=O)N2C=NC(=C2N=N1)C(=O)N. Drug 2: COC1=NC(=NC2=C1N=CN2C3C(C(C(O3)CO)O)O)N. Cell line: HOP-62. Synergy scores: CSS=19.3, Synergy_ZIP=-3.21, Synergy_Bliss=-0.655, Synergy_Loewe=-1.90, Synergy_HSA=-0.461.